This data is from Full USPTO retrosynthesis dataset with 1.9M reactions from patents (1976-2016). The task is: Predict the reactants needed to synthesize the given product. (1) Given the product [CH3:15][O:16][C:17]1[CH:22]=[CH:21][C:20]([CH:8]([C:9]2[N:10]=[C:11]([CH3:14])[NH:12][CH:13]=2)[NH:7][S:5]([C:2]([CH3:1])([CH3:3])[CH3:4])=[O:6])=[CH:19][CH:18]=1, predict the reactants needed to synthesize it. The reactants are: [CH3:1][C:2]([S:5](/[N:7]=[CH:8]/[C:9]1[N:10]=[C:11]([CH3:14])[NH:12][CH:13]=1)=[O:6])([CH3:4])[CH3:3].[CH3:15][O:16][C:17]1[CH:22]=[CH:21][C:20]([Mg]Br)=[CH:19][CH:18]=1.C1COCC1. (2) Given the product [O:19]1[C:20]2[C:12]([C:2]([CH3:11])([CH3:1])[CH2:3][C:4]([CH2:6][NH:36][C:31]3[CH:32]=[CH:33][CH:34]=[C:35]4[C:30]=3[CH:29]=[N:28][N:27]4[C:24]3[CH:25]=[CH:26][N:21]=[CH:22][CH:23]=3)([OH:5])[C:7]([F:10])([F:8])[F:9])=[CH:13][CH:14]=[CH:15][C:16]=2[CH2:17][CH2:18]1, predict the reactants needed to synthesize it. The reactants are: [CH3:1][C:2]([C:12]1[C:20]2[O:19][CH2:18][CH2:17][C:16]=2[CH:15]=[CH:14][CH:13]=1)([CH3:11])[CH2:3][C:4]1([C:7]([F:10])([F:9])[F:8])[CH2:6][O:5]1.[N:21]1[CH:26]=[CH:25][C:24]([N:27]2[C:35]3[CH:34]=[CH:33][CH:32]=[C:31]([NH2:36])[C:30]=3[CH:29]=[N:28]2)=[CH:23][CH:22]=1. (3) The reactants are: [CH2:1]([O:8][CH:9]1[C:13]([C:16](C2C=CC=CC=2)(C2C=CC=CC=2)[O:17][SiH2]C(C)(C)C)([CH:14]=[CH2:15])[O:12][CH:11]([N:35]2[CH:43]=[N:42][C:41]3[C:36]2=[N:37][CH:38]=[N:39][C:40]=3[NH2:44])[CH2:10]1)[C:2]1[CH:7]=[CH:6][CH:5]=[CH:4][CH:3]=1.CCCC[N+](CCCC)(CCCC)CCCC.[F-]. Given the product [NH2:44][C:40]1[N:39]=[CH:38][N:37]=[C:36]2[C:41]=1[N:42]=[CH:43][N:35]2[CH:11]1[O:12][C:13]([CH2:16][OH:17])([CH:14]=[CH2:15])[CH:9]([O:8][CH2:1][C:2]2[CH:3]=[CH:4][CH:5]=[CH:6][CH:7]=2)[CH2:10]1, predict the reactants needed to synthesize it. (4) Given the product [Br:6][C:7]1[CH:8]=[CH:9][C:10]([CH3:13])=[C:11]([S:2]([Cl:1])(=[O:5])=[O:3])[CH:12]=1, predict the reactants needed to synthesize it. The reactants are: [Cl:1][S:2]([OH:5])(=O)=[O:3].[Br:6][C:7]1[CH:12]=[CH:11][C:10]([CH3:13])=[CH:9][CH:8]=1.